Dataset: Reaction yield outcomes from USPTO patents with 853,638 reactions. Task: Predict the reaction yield, written as a fraction of the theoretical maximum amount of product (1.0 means a 100% yield; for example, 0.34 means a 34% yield). The reactants are Cl.O.C[O:4][CH:5]=[CH:6][C:7]1[C:12]([CH3:13])=[CH:11][CH:10]=[CH:9][C:8]=1[CH3:14]. The catalyst is O1CCOCC1. The product is [CH3:14][C:8]1[CH:9]=[CH:10][CH:11]=[C:12]([CH3:13])[C:7]=1[CH2:6][CH:5]=[O:4]. The yield is 0.860.